This data is from Catalyst prediction with 721,799 reactions and 888 catalyst types from USPTO. The task is: Predict which catalyst facilitates the given reaction. (1) Reactant: [CH3:1][C:2]1([CH3:11])[CH2:10][CH2:9][C:8]2[NH:7][N:6]=[CH:5][C:4]=2[CH2:3]1.[I:12]I.[OH-].[K+]. Product: [I:12][C:5]1[C:4]2[CH2:3][C:2]([CH3:11])([CH3:1])[CH2:10][CH2:9][C:8]=2[NH:7][N:6]=1. The catalyst class is: 3. (2) Reactant: [O:1]1[CH2:3][CH:2]1[CH2:4][C:5]1[CH:15]=[CH:14][C:8]([C:9]([O:11][CH2:12][CH3:13])=[O:10])=[CH:7][CH:6]=1.[C:16]1([C@H:26]([NH2:28])[CH3:27])[C:25]2[C:20](=[CH:21][CH:22]=[CH:23][CH:24]=2)[CH:19]=[CH:18][CH:17]=1.Cl([O-])(=O)(=O)=O.[Li+]. Product: [OH:1][CH:2]([CH2:3][NH:28][C@@H:26]([C:16]1[C:25]2[C:20](=[CH:21][CH:22]=[CH:23][CH:24]=2)[CH:19]=[CH:18][CH:17]=1)[CH3:27])[CH2:4][C:5]1[CH:15]=[CH:14][C:8]([C:9]([O:11][CH2:12][CH3:13])=[O:10])=[CH:7][CH:6]=1. The catalyst class is: 10. (3) Reactant: [Li+].[OH-].[OH:3][CH2:4][CH2:5][CH2:6][CH2:7][CH2:8][CH2:9][CH2:10][CH2:11][CH2:12][CH2:13][CH2:14][CH2:15][CH2:16][CH2:17][CH2:18][CH2:19][CH2:20][CH2:21][CH2:22][C:23]([O:25]C)=[O:24].C(O)(=O)C(O)=O. Product: [OH:3][CH2:4][CH2:5][CH2:6][CH2:7][CH2:8][CH2:9][CH2:10][CH2:11][CH2:12][CH2:13][CH2:14][CH2:15][CH2:16][CH2:17][CH2:18][CH2:19][CH2:20][CH2:21][CH2:22][C:23]([OH:25])=[O:24]. The catalyst class is: 20. (4) Reactant: C[O:2][C:3]([C:5]1[S:6][C:7]([C:25]#[C:26][C:27]([CH3:30])([CH3:29])[CH3:28])=[CH:8][C:9]=1[N:10]([C:15](=[O:24])[C:16]1[CH:21]=[CH:20][C:19]([Cl:22])=[CH:18][C:17]=1[Cl:23])[CH2:11][CH2:12][O:13][CH3:14])=[O:4].C1COCC1.O.[OH-].[Li+].Cl. Product: [Cl:23][C:17]1[CH:18]=[C:19]([Cl:22])[CH:20]=[CH:21][C:16]=1[C:15]([N:10]([CH2:11][CH2:12][O:13][CH3:14])[C:9]1[CH:8]=[C:7]([C:25]#[C:26][C:27]([CH3:30])([CH3:29])[CH3:28])[S:6][C:5]=1[C:3]([OH:4])=[O:2])=[O:24]. The catalyst class is: 72. (5) Reactant: [C:1]([O:5][CH2:6][CH3:7])(=[O:4])[CH:2]=[CH2:3].[CH2:8]([C:10]1[CH:16]=[CH:15][C:13]([NH2:14])=[CH:12][CH:11]=1)[CH3:9].[OH-].[Na+]. Product: [CH2:8]([C:10]1[CH:16]=[CH:15][C:13]([NH:14][CH2:3][CH2:2][C:1]([O:5][CH2:6][CH3:7])=[O:4])=[CH:12][CH:11]=1)[CH3:9]. The catalyst class is: 15. (6) Reactant: Cl[C:2]1[C:7]([C:8]([O:10]CC)=[O:9])=[CH:6][N:5]=[C:4]2[O:13][N:14]=[C:15]([CH3:16])[C:3]=12.[CH3:17][N:18]1[CH2:23][CH2:22][NH:21][CH2:20][CH2:19]1. Product: [CH3:16][C:15]1[C:3]2[C:4](=[N:5][CH:6]=[C:7]([C:8]([OH:10])=[O:9])[C:2]=2[N:21]2[CH2:22][CH2:23][N:18]([CH3:17])[CH2:19][CH2:20]2)[O:13][N:14]=1. The catalyst class is: 7. (7) Reactant: [F:1][C:2]1[C:7]([CH:8]([C:10]2[C:18]3[C:13](=[N:14][CH:15]=[C:16]([CH3:19])[CH:17]=3)[N:12]([Si](C(C)C)(C(C)C)C(C)C)[CH:11]=2)O)=[CH:6][CH:5]=[C:4]([NH:30][C:31]2[CH:32]=[N:33][C:34]([O:37][CH3:38])=[CH:35][CH:36]=2)[N:3]=1.C([SiH](CC)CC)C.FC(F)(F)C(O)=O.O. Product: [F:1][C:2]1[N:3]=[C:4]([NH:30][C:31]2[CH:32]=[N:33][C:34]([O:37][CH3:38])=[CH:35][CH:36]=2)[CH:5]=[CH:6][C:7]=1[CH2:8][C:10]1[C:18]2[C:13](=[N:14][CH:15]=[C:16]([CH3:19])[CH:17]=2)[NH:12][CH:11]=1. The catalyst class is: 26. (8) Reactant: [Br:1][C:2]1[CH:7]=[CH:6][C:5](/[C:8](=[N:22]\[O:23][CH2:24][CH3:25])/[CH:9]2[CH2:14][CH2:13][N:12]([C:15]3([CH3:21])[CH2:20][CH2:19][NH:18][CH2:17][CH2:16]3)[CH2:11][CH2:10]2)=[CH:4][CH:3]=1.[Cl:26][C:27]1[C:36]2[C:31](=[CH:32][C:33]([C:37](O)=[O:38])=[CH:34][CH:35]=2)[N:30]=[CH:29][CH:28]=1.CCN(CC)CC.CN(C(ON1N=NC2C=CC=NC1=2)=[N+](C)C)C.F[P-](F)(F)(F)(F)F. Product: [Br:1][C:2]1[CH:7]=[CH:6][C:5](/[C:8](=[N:22]\[O:23][CH2:24][CH3:25])/[CH:9]2[CH2:10][CH2:11][N:12]([C:15]3([CH3:21])[CH2:20][CH2:19][N:18]([C:37]([C:33]4[CH:32]=[C:31]5[C:36]([C:27]([Cl:26])=[CH:28][CH:29]=[N:30]5)=[CH:35][CH:34]=4)=[O:38])[CH2:17][CH2:16]3)[CH2:13][CH2:14]2)=[CH:4][CH:3]=1. The catalyst class is: 3.